Dataset: Full USPTO retrosynthesis dataset with 1.9M reactions from patents (1976-2016). Task: Predict the reactants needed to synthesize the given product. (1) Given the product [CH2:1]([O:3][C:4]([C:6]1[C:7]2[CH2:13][N:12]([C:17]([CH:14]3[CH2:16][CH2:15]3)=[O:18])[CH2:11][C:8]=2[NH:9][N:10]=1)=[O:5])[CH3:2], predict the reactants needed to synthesize it. The reactants are: [CH2:1]([O:3][C:4]([C:6]1[C:7]2[CH2:13][NH:12][CH2:11][C:8]=2[NH:9][N:10]=1)=[O:5])[CH3:2].[CH:14]1([C:17](Cl)=[O:18])[CH2:16][CH2:15]1.C(N(C(C)C)CC)(C)C. (2) Given the product [Cl:1][C:2]1[CH:7]=[CH:6][C:5]([N:8]([C:18]2[CH:23]=[CH:22][C:21]([Cl:24])=[CH:20][CH:19]=2)[C:9]2[CH:14]=[CH:13][C:12]([C:26]3[CH:31]=[CH:30][C:29]([C:32]([CH3:36])([CH3:35])[C:33]#[N:34])=[CH:28][CH:27]=3)=[CH:11][CH:10]=2)=[CH:4][CH:3]=1, predict the reactants needed to synthesize it. The reactants are: [Cl:1][C:2]1[CH:7]=[CH:6][C:5]([N:8]([C:18]2[CH:23]=[CH:22][C:21]([Cl:24])=[CH:20][CH:19]=2)[C:9]2[CH:14]=[CH:13][C:12](B(O)O)=[CH:11][CH:10]=2)=[CH:4][CH:3]=1.I[C:26]1[CH:31]=[CH:30][C:29]([C:32]([CH3:36])([CH3:35])[C:33]#[N:34])=[CH:28][CH:27]=1.O1CCCC1.C(=O)([O-])[O-].[Na+].[Na+]. (3) The reactants are: Br[CH2:2][C:3]1[C:4]([C:27]2[CH:32]=[CH:31][CH:30]=[CH:29][CH:28]=2)=[N:5][C:6]2[C:11]([C:12]=1[C:13]([NH:15][N:16]([C:21]1[CH:26]=[CH:25][CH:24]=[CH:23][CH:22]=1)[C:17]([O:19][CH3:20])=[O:18])=[O:14])=[CH:10][CH:9]=[CH:8][CH:7]=2.O.CCOC(C)=O.[CH3:40][S:41](C)=O. Given the product [CH3:40][S:41][CH2:2][C:3]1[C:4]([C:27]2[CH:32]=[CH:31][CH:30]=[CH:29][CH:28]=2)=[N:5][C:6]2[C:11]([C:12]=1[C:13]([NH:15][N:16]([C:21]1[CH:26]=[CH:25][CH:24]=[CH:23][CH:22]=1)[C:17]([O:19][CH3:20])=[O:18])=[O:14])=[CH:10][CH:9]=[CH:8][CH:7]=2, predict the reactants needed to synthesize it. (4) Given the product [CH3:47][C@:45]12[CH2:44][C@H:43]1[NH:42][C@H:41]([C:38]1[NH:39][CH:40]=[C:36]([C:33]3[CH:34]=[CH:35][C:30]([C:25]4[CH:24]=[CH:23][C:22]5[C:27](=[CH:28][CH:29]=[C:20]([C:18]6[N:19]=[C:15]([C@@H:14]7[CH2:13][C@:12]8([CH3:55])[C@@H:10]([CH2:11]8)[NH:9]7)[NH:16][CH:17]=6)[CH:21]=5)[CH:26]=4)=[CH:31][CH:32]=3)[N:37]=1)[CH2:46]2, predict the reactants needed to synthesize it. The reactants are: Cl.C(OC([N:9]1[C@H:14]([C:15]2[NH:16][CH:17]=[C:18]([C:20]3[CH:21]=[C:22]4[C:27](=[CH:28][CH:29]=3)[CH:26]=[C:25]([C:30]3[CH:35]=[CH:34][C:33]([C:36]5[N:37]=[C:38]([C@@H:41]6[CH2:46][C@:45]7([CH3:47])[C@@H:43]([CH2:44]7)[N:42]6C(OC(C)(C)C)=O)[NH:39][CH:40]=5)=[CH:32][CH:31]=3)[CH:24]=[CH:23]4)[N:19]=2)[CH2:13][C@:12]2([CH3:55])[C@H:10]1[CH2:11]2)=O)(C)(C)C. (5) Given the product [Br:5][C:6]1[C:7]([C:19]2[CH:24]=[CH:23][C:22]([Cl:25])=[CH:21][CH:20]=2)=[C:8]2[C:13](=[CH:14][C:15]=1[CH3:16])[CH:12]=[C:11]([OH:17])[CH:10]=[CH:9]2, predict the reactants needed to synthesize it. The reactants are: B(Br)(Br)Br.[Br:5][C:6]1[C:15]([CH3:16])=[CH:14][C:13]2[C:8](=[CH:9][CH:10]=[C:11]([O:17]C)[CH:12]=2)[C:7]=1[C:19]1[CH:24]=[CH:23][C:22]([Cl:25])=[CH:21][CH:20]=1.CO. (6) Given the product [CH:25]1([CH2:31][C:32]([N:22]2[CH2:23][CH2:24][CH:19]([CH2:18][O:17][C:14]3[CH:13]=[CH:12][C:11]([C:8]4[CH:9]=[CH:10][C:5]([S:2]([CH3:1])(=[O:3])=[O:4])=[CH:6][CH:7]=4)=[CH:16][N:15]=3)[CH2:20][CH2:21]2)=[O:33])[CH2:30][CH2:29][CH2:28][CH2:27][CH2:26]1, predict the reactants needed to synthesize it. The reactants are: [CH3:1][S:2]([C:5]1[CH:10]=[CH:9][C:8]([C:11]2[CH:12]=[CH:13][C:14]([O:17][CH2:18][CH:19]3[CH2:24][CH2:23][NH:22][CH2:21][CH2:20]3)=[N:15][CH:16]=2)=[CH:7][CH:6]=1)(=[O:4])=[O:3].[CH:25]1([CH2:31][C:32](O)=[O:33])[CH2:30][CH2:29][CH2:28][CH2:27][CH2:26]1. (7) Given the product [NH2:23][CH2:22][CH2:21][N:3]1[C:4]2[C:9](=[CH:8][CH:7]=[C:6]([C:17]([O:19][CH3:20])=[O:18])[CH:5]=2)[C:10]([CH:11]2[CH2:16][CH2:15][CH2:14][CH2:13][CH2:12]2)=[C:2]1[Br:1], predict the reactants needed to synthesize it. The reactants are: [Br:1][C:2]1[N:3]([CH2:21][CH2:22][N:23]2C(=O)C3C(=CC=CC=3)C2=O)[C:4]2[C:9]([C:10]=1[CH:11]1[CH2:16][CH2:15][CH2:14][CH2:13][CH2:12]1)=[CH:8][CH:7]=[C:6]([C:17]([O:19][CH3:20])=[O:18])[CH:5]=2.O.NN. (8) Given the product [Cl:1][C:2]1[CH:3]=[C:4]([CH:10]=[CH:11][CH:12]=1)[CH2:5][S:6]([NH:13][C:14]1[C:15](=[O:29])[N:16]([CH2:21][C:22]([O:24][C:25]([CH3:28])([CH3:27])[CH3:26])=[O:23])[C:17]([CH3:20])=[CH:18][CH:19]=1)(=[O:8])=[O:7], predict the reactants needed to synthesize it. The reactants are: [Cl:1][C:2]1[CH:3]=[C:4]([CH:10]=[CH:11][CH:12]=1)[CH2:5][S:6](Cl)(=[O:8])=[O:7].[NH2:13][C:14]1[C:15](=[O:29])[N:16]([CH2:21][C:22]([O:24][C:25]([CH3:28])([CH3:27])[CH3:26])=[O:23])[C:17]([CH3:20])=[CH:18][CH:19]=1.